This data is from Reaction yield outcomes from USPTO patents with 853,638 reactions. The task is: Predict the reaction yield, written as a fraction of the theoretical maximum amount of product (1.0 means a 100% yield; for example, 0.34 means a 34% yield). (1) The reactants are [C:1]12([O:16][CH2:15][CH2:14][O:13]1)[C:10]1[C:5](=[CH:6][CH:7]=[CH:8][CH:9]=1)[CH2:4][C@@H:3]([CH:11]=O)[CH2:2]2.C1(P(C2C=CC=CC=2)(C2C=CC=CC=2)=[CH:24][C:25]([O:27][CH2:28][CH3:29])=[O:26])C=CC=CC=1. The catalyst is C(Cl)Cl. The product is [C:1]12([O:16][CH2:15][CH2:14][O:13]1)[C:10]1[C:5](=[CH:6][CH:7]=[CH:8][CH:9]=1)[CH2:4][C@@H:3]([CH:11]=[CH:24][C:25]([O:27][CH2:28][CH3:29])=[O:26])[CH2:2]2. The yield is 0.462. (2) The reactants are [F:1][C:2]([F:10])([F:9])[C:3]1([C:6](O)=[O:7])[CH2:5][CH2:4]1.[NH:11]1[CH2:16][CH2:15][CH:14]([C:17]([O:19][CH2:20][CH3:21])=[O:18])[CH2:13][CH2:12]1.C(Cl)CCl.C1C=CC2N(O)N=NC=2C=1.CCN(C(C)C)C(C)C.[NH4+].[Cl-]. The catalyst is C(Cl)Cl. The product is [F:1][C:2]([F:10])([F:9])[C:3]1([C:6]([N:11]2[CH2:16][CH2:15][CH:14]([C:17]([O:19][CH2:20][CH3:21])=[O:18])[CH2:13][CH2:12]2)=[O:7])[CH2:5][CH2:4]1. The yield is 0.840. (3) The reactants are I[C:2]1[C:10]2[O:9][CH:8]=[CH:7][C:6]=2[CH:5]=[C:4]([N+:11]([O-:13])=[O:12])[CH:3]=1.[N:14]1[CH:19]=[C:18](B(O)O)[CH:17]=[N:16][CH:15]=1.C([O-])([O-])=O.[Na+].[Na+]. The catalyst is COCCOC.C1C=CC([P]([Pd]([P](C2C=CC=CC=2)(C2C=CC=CC=2)C2C=CC=CC=2)([P](C2C=CC=CC=2)(C2C=CC=CC=2)C2C=CC=CC=2)[P](C2C=CC=CC=2)(C2C=CC=CC=2)C2C=CC=CC=2)(C2C=CC=CC=2)C2C=CC=CC=2)=CC=1. The product is [N+:11]([C:4]1[CH:3]=[C:2]([C:18]2[CH:19]=[N:14][CH:15]=[N:16][CH:17]=2)[C:10]2[O:9][CH:8]=[CH:7][C:6]=2[CH:5]=1)([O-:13])=[O:12]. The yield is 0.550. (4) The reactants are [Br:1][C:2]1[CH:3]=[CH:4][C:5]([OH:11])=[C:6]([C:8](=[O:10])[CH3:9])[CH:7]=1.[C:12]([CH:16]1[CH2:21][CH2:20][C:19](=O)[CH2:18][CH2:17]1)([CH3:15])([CH3:14])[CH3:13].N1CCCC1. The catalyst is CO. The product is [Br:1][C:2]1[CH:7]=[C:6]2[C:5](=[CH:4][CH:3]=1)[O:11][C:19]1([CH2:20][CH2:21][CH:16]([C:12]([CH3:15])([CH3:14])[CH3:13])[CH2:17][CH2:18]1)[CH2:9][C:8]2=[O:10]. The yield is 0.740. (5) The reactants are [OH:1][C:2]1[CH:3]=[C:4]([CH:7]=[CH:8][CH:9]=1)[CH:5]=[O:6].[C:10](OC(=N)C(Cl)(Cl)Cl)([CH3:13])([CH3:12])[CH3:11].B(F)(F)F.CCOCC.C(=O)(O)[O-].[Na+]. The catalyst is C(Cl)Cl.C1CCCCC1.CCCCCC.C(OCC)(=O)C. The product is [C:10]([O:1][C:2]1[CH:3]=[C:4]([CH:7]=[CH:8][CH:9]=1)[CH:5]=[O:6])([CH3:13])([CH3:12])[CH3:11]. The yield is 0.320. (6) The reactants are [CH3:1][C:2]1([CH3:17])[CH2:7][CH2:6][C:5]([CH3:9])([CH3:8])[CH2:4][C:3]1([O:12][Si](C)(C)C)[C:10]#[N:11].Cl. The catalyst is O1CCCC1. The product is [OH:12][C:3]1([C:10]#[N:11])[CH2:4][C:5]([CH3:8])([CH3:9])[CH2:6][CH2:7][C:2]1([CH3:17])[CH3:1]. The yield is 0.820. (7) The reactants are [CH3:1][O:2][C:3]1[CH:4]=[C:5]2[C:10](=[CH:11][CH:12]=1)[C:9]([O:13][C:14]1[CH:19]=[CH:18][C:17]([O:20][CH2:21][CH2:22][N:23]3[CH2:28][CH2:27][CH2:26][CH2:25][CH2:24]3)=[CH:16][CH:15]=1)=[C:8](OS(C(F)(F)F)(=O)=O)[CH:7]=[CH:6]2.[F:37][C:38]1[CH:39]=[C:40](B(O)O)[CH:41]=[C:42]([F:45])[C:43]=1[F:44].[F-].[Cs+].C1(P(C2CCCCC2)C2CCCCC2)CCCCC1. The catalyst is C([O-])(=O)C.[Pd+2].C([O-])(=O)C. The product is [CH3:1][O:2][C:3]1[CH:4]=[C:5]2[C:10](=[CH:11][CH:12]=1)[C:9]([O:13][C:14]1[CH:19]=[CH:18][C:17]([O:20][CH2:21][CH2:22][N:23]3[CH2:24][CH2:25][CH2:26][CH2:27][CH2:28]3)=[CH:16][CH:15]=1)=[C:8]([C:40]1[CH:39]=[C:38]([F:37])[C:43]([F:44])=[C:42]([F:45])[CH:41]=1)[CH:7]=[CH:6]2. The yield is 0.930.